From a dataset of Reaction yield outcomes from USPTO patents with 853,638 reactions. Predict the reaction yield, written as a fraction of the theoretical maximum amount of product (1.0 means a 100% yield; for example, 0.34 means a 34% yield). (1) The product is [Cl:1][C:2]1[CH:7]=[CH:6][C:5]([S:8]([N:11]([CH2:30][C:27]2[CH:28]=[CH:29][C:24]([C:23]([O:22][CH3:21])=[O:32])=[CH:25][CH:26]=2)[C@@H:12]([C:15]2[CH:16]=[CH:17][CH:18]=[CH:19][CH:20]=2)[CH2:13][OH:14])(=[O:9])=[O:10])=[CH:4][CH:3]=1. The reactants are [Cl:1][C:2]1[CH:7]=[CH:6][C:5]([S:8]([NH:11][C@@H:12]([C:15]2[CH:20]=[CH:19][CH:18]=[CH:17][CH:16]=2)[CH2:13][OH:14])(=[O:10])=[O:9])=[CH:4][CH:3]=1.[CH3:21][O:22][C:23](=[O:32])[C:24]1[CH:29]=[CH:28][C:27]([CH2:30]Br)=[CH:26][CH:25]=1. No catalyst specified. The yield is 0.700. (2) The reactants are [CH3:1][O:2][C:3](=[O:23])[C:4]([NH:10][C:11]1[CH:12]=[C:13]([O:21][CH3:22])[CH:14]=[C:15]2[C:20]=1[N:19]=[CH:18][CH:17]=[CH:16]2)=[CH:5][C:6]([O:8]C)=O.CCCCCC. The catalyst is C1(OC2C=CC=CC=2)C=CC=CC=1. The product is [CH3:1][O:2][C:3]([C:4]1[NH:10][C:11]2[C:12]([C:6](=[O:8])[CH:5]=1)=[C:13]([O:21][CH3:22])[CH:14]=[C:15]1[C:20]=2[N:19]=[CH:18][CH:17]=[CH:16]1)=[O:23]. The yield is 0.200. (3) The reactants are [CH3:1][O:2][C:3]1[C:4]([CH3:31])=[C:5]([C:22]([O:29][CH3:30])=[C:23]([O:27][CH3:28])[C:24]=1[O:25][CH3:26])[CH2:6][C:7]1[C:8]([C:16]2[CH:21]=[CH:20][N:19]=[CH:18][CH:17]=2)=[C:9]([CH:13]=[CH:14][CH:15]=1)[C:10](O)=[O:11].[NH:32]1[CH2:37][CH2:36][CH2:35][CH2:34][CH2:33]1.CCN=C=NCCCN(C)C.Cl. The catalyst is C(Cl)Cl. The product is [CH3:1][O:2][C:3]1[C:4]([CH3:31])=[C:5]([C:22]([O:29][CH3:30])=[C:23]([O:27][CH3:28])[C:24]=1[O:25][CH3:26])[CH2:6][C:7]1[C:8]([C:16]2[CH:17]=[CH:18][N:19]=[CH:20][CH:21]=2)=[C:9]([CH:13]=[CH:14][CH:15]=1)[C:10]([N:32]1[CH2:37][CH2:36][CH2:35][CH2:34][CH2:33]1)=[O:11]. The yield is 0.340.